The task is: Predict the reactants needed to synthesize the given product.. This data is from Full USPTO retrosynthesis dataset with 1.9M reactions from patents (1976-2016). (1) Given the product [C:1]([O:5][C:6](=[O:34])[N:7]([C:16]1[S:17][C@:18]2([CH2:32][O:33][CH3:35])[C@H:20]([C@:21]([C:24]3[C:25]([F:31])=[N:26][CH:27]=[C:28]([Br:30])[CH:29]=3)([CH3:23])[N:22]=1)[CH2:19]2)[CH2:8][O:9][CH2:10][CH2:11][Si:12]([CH3:15])([CH3:14])[CH3:13])([CH3:2])([CH3:4])[CH3:3], predict the reactants needed to synthesize it. The reactants are: [C:1]([O:5][C:6](=[O:34])[N:7]([C:16]1[S:17][C@:18]2([CH2:32][OH:33])[C@H:20]([C@:21]([C:24]3[C:25]([F:31])=[N:26][CH:27]=[C:28]([Br:30])[CH:29]=3)([CH3:23])[N:22]=1)[CH2:19]2)[CH2:8][O:9][CH2:10][CH2:11][Si:12]([CH3:15])([CH3:14])[CH3:13])([CH3:4])([CH3:3])[CH3:2].[CH3:35][Si]([N-][Si](C)(C)C)(C)C.[Li+].IC. (2) Given the product [OH:1][C:2]1[CH:7]=[CH:6][CH:5]=[CH:4][C:3]=1/[CH:8]=[C:9]1/[C:10](=[O:15])[N:11]=[C:12]([N:25]2[CH2:26][CH2:27][N:22]([C:16]3[CH:21]=[CH:20][CH:19]=[CH:18][CH:17]=3)[CH2:23][CH2:24]2)[S:13]/1, predict the reactants needed to synthesize it. The reactants are: [OH:1][C:2]1[CH:7]=[CH:6][CH:5]=[CH:4][C:3]=1/[CH:8]=[C:9]1/[C:10](=[O:15])[NH:11][C:12](=S)[S:13]/1.[C:16]1([N:22]2[CH2:27][CH2:26][NH:25][CH2:24][CH2:23]2)[CH:21]=[CH:20][CH:19]=[CH:18][CH:17]=1. (3) Given the product [C:1]([C:5]1[CH:6]=[C:7]2[C:12](=[CH:13][CH:14]=1)[C:11](=[O:15])[NH:10][C:9](=[O:16])[C:8]2=[CH:17][NH:20][CH2:21][C:22]1[CH:27]=[C:26]([OH:28])[C:25]([C:29]2[CH:33]=[CH:32][O:31][CH:30]=2)=[CH:24][N:23]=1)([CH3:4])([CH3:3])[CH3:2], predict the reactants needed to synthesize it. The reactants are: [C:1]([C:5]1[CH:6]=[C:7]2[C:12](=[CH:13][CH:14]=1)[C:11](=[O:15])[NH:10][C:9](=[O:16])/[C:8]/2=[CH:17]/OC)([CH3:4])([CH3:3])[CH3:2].[NH2:20][CH2:21][C:22]1[CH:27]=[C:26]([OH:28])[C:25]([C:29]2[CH:33]=[CH:32][O:31][CH:30]=2)=[CH:24][N:23]=1. (4) Given the product [Cl:24][C:25]1[CH:30]=[CH:29][CH:28]=[CH:27][C:26]=1[S:31]([NH:7][C:8]1[CH:13]=[CH:12][CH:11]=[C:10]([C:14]#[C:15][C:16]2[C:21]([NH2:22])=[N:20][CH:19]=[N:18][C:17]=2[NH2:23])[CH:9]=1)(=[O:33])=[O:32], predict the reactants needed to synthesize it. The reactants are: N1C=CC=CC=1.[NH2:7][C:8]1[CH:9]=[C:10]([C:14]#[C:15][C:16]2[C:17]([NH2:23])=[N:18][CH:19]=[N:20][C:21]=2[NH2:22])[CH:11]=[CH:12][CH:13]=1.[Cl:24][C:25]1[CH:30]=[CH:29][CH:28]=[CH:27][C:26]=1[S:31](Cl)(=[O:33])=[O:32]. (5) Given the product [CH:5]1([CH2:9][NH:4][CH2:3][CH2:2][OH:1])[CH2:8][CH2:7][CH2:6]1, predict the reactants needed to synthesize it. The reactants are: [OH:1][CH2:2][CH2:3][NH2:4].[CH:5]1([CH2:9]Br)[CH2:8][CH2:7][CH2:6]1. (6) Given the product [CH3:1][O:2][C:3](=[O:13])[C:4]1[CH:9]=[C:8]([O:10][CH2:14][CH3:15])[C:7]([I:11])=[C:6]([NH2:12])[CH:5]=1, predict the reactants needed to synthesize it. The reactants are: [CH3:1][O:2][C:3](=[O:13])[C:4]1[CH:9]=[C:8]([OH:10])[C:7]([I:11])=[C:6]([NH2:12])[CH:5]=1.[CH2:14](I)[CH3:15].CC(C)([O-])C.[Na+]. (7) Given the product [Cl:1][C:2]1[C:10]2[N:9]=[C:8]3[N:11]([C:15]4[CH:20]=[CH:19][C:18]([Cl:21])=[CH:17][C:16]=4[Cl:22])[CH2:12][CH2:13][CH2:14][N:7]3[C:6]=2[C:5]([CH:23]([NH:28][C:35](=[O:37])[CH3:36])[C:24]([F:25])([F:26])[F:27])=[CH:4][CH:3]=1, predict the reactants needed to synthesize it. The reactants are: [Cl:1][C:2]1[C:10]2[N:9]=[C:8]3[N:11]([C:15]4[CH:20]=[CH:19][C:18]([Cl:21])=[CH:17][C:16]=4[Cl:22])[CH2:12][CH2:13][CH2:14][N:7]3[C:6]=2[C:5]([CH:23]([NH2:28])[C:24]([F:27])([F:26])[F:25])=[CH:4][CH:3]=1.N1C=CC=CC=1.[C:35](Cl)(=[O:37])[CH3:36].C(=O)([O-])O.[Na+]. (8) Given the product [NH:1]1[C:5](=[O:6])[CH2:4][CH2:3][C@H:2]1[C:7]([OH:9])=[O:8].[CH2:10]=[CH:11][C:12]1[CH:17]=[CH:16][CH:15]=[CH:14][CH:13]=1.[CH2:18]=[CH:19][CH:20]=[CH2:21], predict the reactants needed to synthesize it. The reactants are: [NH:1]1[C:5](=[O:6])[CH2:4][CH2:3][C@H:2]1[C:7]([OH:9])=[O:8].[CH2:10]=[CH:11][C:12]1[CH:17]=[CH:16][CH:15]=[CH:14][CH:13]=1.[CH2:18]=[CH:19][CH:20]=[CH2:21].CN(CCN(C)C)C.[Li]CCCC. (9) Given the product [CH3:17][C:5]([S:7]([CH2:10][CH:11]1[CH2:12][CH2:13][O:14][CH2:15][CH2:16]1)(=[O:9])=[O:8])([CH3:6])[C:4]([OH:18])=[O:3], predict the reactants needed to synthesize it. The reactants are: C([O:3][C:4](=[O:18])[C:5]([CH3:17])([S:7]([CH2:10][CH:11]1[CH2:16][CH2:15][O:14][CH2:13][CH2:12]1)(=[O:9])=[O:8])[CH3:6])C.[OH-].[Na+].CC(OC)(C)C.